From a dataset of Peptide-MHC class II binding affinity with 134,281 pairs from IEDB. Regression. Given a peptide amino acid sequence and an MHC pseudo amino acid sequence, predict their binding affinity value. This is MHC class II binding data. (1) The peptide sequence is LKAYFTAKINEMVDE. The MHC is H-2-IAb with pseudo-sequence H-2-IAb. The binding affinity (normalized) is 0.455. (2) The peptide sequence is SQDLPLSWNLNGLQAY. The MHC is HLA-DQA10301-DQB10302 with pseudo-sequence HLA-DQA10301-DQB10302. The binding affinity (normalized) is 0.292. (3) The peptide sequence is SKKYFAATQFEPLAA. The MHC is HLA-DPA10201-DPB11401 with pseudo-sequence HLA-DPA10201-DPB11401. The binding affinity (normalized) is 0.797. (4) The peptide sequence is AKNMKNLVWNDELAY. The MHC is DRB1_1201 with pseudo-sequence DRB1_1201. The binding affinity (normalized) is 0.561. (5) The binding affinity (normalized) is 0.380. The peptide sequence is PLVLSTSCLKSFFWF. The MHC is DRB1_0101 with pseudo-sequence DRB1_0101. (6) The peptide sequence is DYHWLRTVRTTKESL. The MHC is DRB1_0901 with pseudo-sequence DRB1_0901. The binding affinity (normalized) is 0.541. (7) The peptide sequence is GGRLAFQEFMIVPCE. The MHC is DRB3_0202 with pseudo-sequence DRB3_0202. The binding affinity (normalized) is 0.292.